Task: Predict the product of the given reaction.. Dataset: Forward reaction prediction with 1.9M reactions from USPTO patents (1976-2016) (1) Given the reactants [Cl:1][C:2]1[S:6][C:5]([C:7]2[O:11][N:10]=[C:9]([CH2:12][N:13]3[CH:17]=[C:16](C(=O)NC4CCN(C(C)C)CC4)[CH:15]=[C:14]3[C:30]([OH:32])=O)[CH:8]=2)=[CH:4][CH:3]=1.[CH3:33][N:34]([C:36]([O:40]N1N=NC2C=CC=NC1=2)=[N+](C)C)C.F[P-](F)(F)(F)(F)F.[CH3:57][CH2:58][N:59]([CH:63]([CH3:65])[CH3:64])[CH:60]([CH3:62])C.[CH3:66][O:67][CH:68]1[CH2:71][NH:70][CH2:69]1, predict the reaction product. The product is: [CH:63]([N:59]1[CH2:58][CH2:57][CH:33]([NH:34][C:36]([C:17]2[N:13]([CH2:12][C:9]3[CH:8]=[C:7]([C:5]4[S:6][C:2]([Cl:1])=[CH:3][CH:4]=4)[O:11][N:10]=3)[C:14]([C:30]([N:70]3[CH2:71][CH:68]([O:67][CH3:66])[CH2:69]3)=[O:32])=[CH:15][CH:16]=2)=[O:40])[CH2:62][CH2:60]1)([CH3:64])[CH3:65]. (2) Given the reactants [CH3:1][O:2][C:3](=[O:15])[C:4](=O)[CH2:5][C:6]([C:8]1[CH:9]=[N:10][N:11]([CH3:13])[CH:12]=1)=O.[Cl:16][C:17]1[N:18]=[N:19][C:20]([NH:23][NH2:24])=[CH:21][CH:22]=1.C(O)(=O)C.C(=O)([O-])O.[Na+], predict the reaction product. The product is: [CH3:1][O:2][C:3]([C:4]1[CH:5]=[C:6]([C:8]2[CH:9]=[N:10][N:11]([CH3:13])[CH:12]=2)[N:23]([C:20]2[N:19]=[N:18][C:17]([Cl:16])=[CH:22][CH:21]=2)[N:24]=1)=[O:15]. (3) The product is: [N+:12]([C:15]1[CH:16]=[CH:17][C:18]([CH2:19][O:20]/[N:21]=[C:8](/[C:4]2[CH:5]=[CH:6][CH:7]=[C:2]([OH:1])[CH:3]=2)\[CH3:9])=[CH:22][CH:23]=1)([O-:14])=[O:13]. Given the reactants [OH:1][C:2]1[CH:3]=[C:4]([C:8](=O)[CH3:9])[CH:5]=[CH:6][CH:7]=1.Cl.[N+:12]([C:15]1[CH:23]=[CH:22][C:18]([CH2:19][O:20][NH2:21])=[CH:17][CH:16]=1)([O-:14])=[O:13], predict the reaction product. (4) The product is: [CH3:1][N:2]1[CH:6]=[CH:5][C:4]([NH:7][C:8]([C:10]2[C:15]([NH:18][C:19]3[CH:24]=[CH:23][C:22]([F:25])=[C:21]([CH3:26])[N:20]=3)=[CH:14][CH:13]=[C:12]([CH3:17])[N:11]=2)=[O:9])=[N:3]1. Given the reactants [CH3:1][N:2]1[CH:6]=[CH:5][C:4]([NH:7][C:8]([C:10]2[C:15](Br)=[CH:14][CH:13]=[C:12]([CH3:17])[N:11]=2)=[O:9])=[N:3]1.[NH2:18][C:19]1[CH:24]=[CH:23][C:22]([F:25])=[C:21]([CH3:26])[N:20]=1, predict the reaction product. (5) Given the reactants [CH3:1][C:2]1[O:6][N:5]=[C:4]([C:7]2[CH:12]=[CH:11][CH:10]=[C:9]([C:13]([F:16])([F:15])[F:14])[CH:8]=2)[C:3]=1[C:17]([OH:19])=O.Cl.C(N=C=NCCCN(C)C)C.OC1C2N=NNC=2C=CC=1.[N:42]1([C:48]2[CH:53]=[CH:52][CH:51]=[CH:50][C:49]=2[OH:54])[CH2:47][CH2:46][NH:45][CH2:44][CH2:43]1, predict the reaction product. The product is: [OH:54][C:49]1[CH:50]=[CH:51][CH:52]=[CH:53][C:48]=1[N:42]1[CH2:47][CH2:46][N:45]([C:17]([C:3]2[C:4]([C:7]3[CH:12]=[CH:11][CH:10]=[C:9]([C:13]([F:14])([F:15])[F:16])[CH:8]=3)=[N:5][O:6][C:2]=2[CH3:1])=[O:19])[CH2:44][CH2:43]1.